From a dataset of Forward reaction prediction with 1.9M reactions from USPTO patents (1976-2016). Predict the product of the given reaction. Given the reactants [C:1]1([CH:7]([C:12]([O:14][CH3:15])=[O:13])[C:8]([O:10][CH3:11])=[O:9])C=[CH:5][CH:4]=[CH:3][CH:2]=1.[H-].[Na+].Br[CH2:19][CH2:20][C:21]1[CH:26]=[CH:25][C:24](OC)=[CH:23][CH:22]=1.[CH2:29]1[CH2:33][O:32][CH2:31][CH2:30]1, predict the reaction product. The product is: [CH3:31][O:32][C:33]1[CH:29]=[CH:30][C:3]([CH2:2][CH2:1][C:7]([CH2:19][CH2:20][C:21]2[CH:22]=[CH:23][CH:24]=[CH:25][CH:26]=2)([C:8]([O:10][CH3:11])=[O:9])[C:12]([O:14][CH3:15])=[O:13])=[CH:4][CH:5]=1.